Dataset: Reaction yield outcomes from USPTO patents with 853,638 reactions. Task: Predict the reaction yield, written as a fraction of the theoretical maximum amount of product (1.0 means a 100% yield; for example, 0.34 means a 34% yield). (1) The reactants are [N+:1]([C:4]1[CH:11]=[CH:10][C:7]([CH:8]=[O:9])=[CH:6][CH:5]=1)([O-:3])=[O:2].N#N.[CH3:14][C:15]([CH3:17])=[O:16]. The catalyst is O.[Zn]. The product is [OH:9][CH:8]([C:7]1[CH:6]=[CH:5][C:4]([N+:1]([O-:3])=[O:2])=[CH:11][CH:10]=1)[CH2:14][C:15](=[O:16])[CH3:17]. The yield is 0.430. (2) The reactants are [Li]CCCC.C(NC(C)C)(C)C.[Br:13][C:14]1[CH:15]=[N:16][CH:17]=[C:18]([F:20])[CH:19]=1.[CH:21](=[O:23])[CH3:22]. The catalyst is C1COCC1. The product is [Br:13][C:14]1[CH:15]=[N:16][CH:17]=[C:18]([F:20])[C:19]=1[CH:21]([OH:23])[CH3:22]. The yield is 0.500. (3) The reactants are [Br:1][C:2]1[CH:3]=[N:4][CH:5]=[C:6]([CH:10]=1)[C:7]([OH:9])=O.C(Cl)(=O)C(Cl)=O.CCN(CC)CC.Cl.Cl.[CH:26]1([N:30]2[CH2:36][CH2:35][CH2:34][NH:33][CH2:32][CH2:31]2)[CH2:29][CH2:28][CH2:27]1. The catalyst is C(Cl)Cl.CN(C=O)C. The product is [Br:1][C:2]1[CH:10]=[C:6]([C:7]([N:33]2[CH2:34][CH2:35][CH2:36][N:30]([CH:26]3[CH2:27][CH2:28][CH2:29]3)[CH2:31][CH2:32]2)=[O:9])[CH:5]=[N:4][CH:3]=1. The yield is 0.940. (4) The reactants are [CH2:1]([CH:8]1[CH2:12][O:11][C:10](=[O:13])[N:9]1[C:14](=[O:40])[CH2:15][C:16]1[CH:17]=[C:18]([C:30]2[CH:35]=[CH:34][C:33]([C:36]([F:39])([F:38])[F:37])=[CH:32][CH:31]=2)[CH:19]=[C:20]([O:22][CH2:23][C:24]2[CH:29]=[CH:28][CH:27]=[CH:26][CH:25]=2)[CH:21]=1)[C:2]1[CH:7]=[CH:6][CH:5]=[CH:4][CH:3]=1.C[Si](C)(C)[N-][Si](C)(C)C.[Na+].Br[CH2:52][C:53]([CH3:55])=[CH2:54]. The catalyst is C1COCC1. The product is [CH2:1]([CH:8]1[CH2:12][O:11][C:10](=[O:13])[N:9]1[C:14](=[O:40])[CH:15]([C:16]1[CH:17]=[C:18]([C:30]2[CH:31]=[CH:32][C:33]([C:36]([F:38])([F:39])[F:37])=[CH:34][CH:35]=2)[CH:19]=[C:20]([O:22][CH2:23][C:24]2[CH:29]=[CH:28][CH:27]=[CH:26][CH:25]=2)[CH:21]=1)[CH2:54][C:53]([CH3:55])=[CH2:52])[C:2]1[CH:3]=[CH:4][CH:5]=[CH:6][CH:7]=1. The yield is 0.950. (5) The reactants are [CH3:1][N:2]([CH3:32])[C:3]([C:5]1[N:26]([CH:27]2[CH2:31][CH2:30][CH2:29][CH2:28]2)[C:8]2[N:9]=[C:10]([NH:13][C:14]3[N:19]=CC(C4CCNCC4)=[CH:16][CH:15]=3)[N:11]=[CH:12][C:7]=2[CH:6]=1)=[O:4].[BH-](O[C:43]([CH3:45])=O)(OC(C)=O)OC(C)=O.[Na+].ClCCl.[CH3:50][C:51]([CH3:53])=O. The catalyst is C(O)(=O)C. The product is [CH3:1][N:2]([CH3:32])[C:3]([C:5]1[N:26]([CH:27]2[CH2:31][CH2:30][CH2:29][CH2:28]2)[C:8]2[N:9]=[C:10]([NH:13][C:14]3[N:19]=[N:9][C:8]([N:26]4[CH2:45][CH2:43][N:2]([CH:51]([CH3:53])[CH3:50])[CH2:3][CH2:5]4)=[CH:16][CH:15]=3)[N:11]=[CH:12][C:7]=2[CH:6]=1)=[O:4]. The yield is 0.700. (6) The reactants are [CH3:1][C:2]1[NH:3][C:4]2[C:9]([CH:10]=1)=[CH:8][CH:7]=[CH:6][C:5]=2[CH3:11].[CH3:12]C1C2C(=CC=CC=2)NC=1. No catalyst specified. The product is [CH3:12][N:3]1[C:4]2[C:9](=[CH:8][CH:7]=[CH:6][C:5]=2[CH3:11])[CH:10]=[C:2]1[CH3:1]. The yield is 0.870. (7) The reactants are [F:1][C:2]1[CH:7]=[CH:6][CH:5]=[CH:4][C:3]=1[NH:8][C:9]1[O:13][C:12]([C:14]([NH:16][C:17]2[CH:22]=[CH:21][C:20]([CH2:23][CH2:24][CH2:25][C:26]([O:28]C)=[O:27])=[CH:19][CH:18]=2)=[O:15])=[N:11][N:10]=1.CO.[OH-].[Na+].Cl. The catalyst is C1COCC1. The product is [F:1][C:2]1[CH:7]=[CH:6][CH:5]=[CH:4][C:3]=1[NH:8][C:9]1[O:13][C:12]([C:14]([NH:16][C:17]2[CH:22]=[CH:21][C:20]([CH2:23][CH2:24][CH2:25][C:26]([OH:28])=[O:27])=[CH:19][CH:18]=2)=[O:15])=[N:11][N:10]=1. The yield is 0.560. (8) The reactants are [F:1][C:2]1[CH:8]=[CH:7][CH:6]=[C:5]([F:9])[C:3]=1[NH2:4].[Br:10]Br. The catalyst is C(O)(=O)C. The product is [Br:10][C:7]1[CH:8]=[C:2]([F:1])[C:3]([NH2:4])=[C:5]([F:9])[CH:6]=1. The yield is 0.917. (9) The reactants are [I:1][C:2]1[CH:3]=[C:4]([CH:8]=[N:9][C:10]([O:12][Si](C)(C)C)=[CH2:11])[CH:5]=[CH:6][CH:7]=1.C(OC([N:24]1[C:32]2[C:27](=[CH:28][CH:29]=[C:30]([Cl:33])[CH:31]=2)/[C:26](=[CH:34]/[C:35]2[CH:40]=[CH:39][CH:38]=[C:37]([Cl:41])[CH:36]=2)/[C:25]1=[O:42])=O)(C)(C)C. The catalyst is C1(C)C=CC=CC=1. The product is [Cl:33][C:30]1[CH:31]=[C:32]2[NH:24][C:25](=[O:42])[C:26]3([CH:34]([C:35]4[CH:40]=[CH:39][CH:38]=[C:37]([Cl:41])[CH:36]=4)[CH2:12][C:10](=[O:11])[NH:9][CH:8]3[C:4]3[CH:5]=[CH:6][CH:7]=[C:2]([I:1])[CH:3]=3)[C:27]2=[CH:28][CH:29]=1. The yield is 0.770. (10) The reactants are Cl.[CH3:2][NH:3][C:4]1[NH:8][C:7]2[CH:9]=[CH:10][C:11]([C:13]([O:15]C)=[O:14])=[CH:12][C:6]=2[N:5]=1. No catalyst specified. The yield is 0.900. The product is [CH3:2][NH:3][C:4]1[NH:8][C:7]2[CH:9]=[CH:10][C:11]([C:13]([OH:15])=[O:14])=[CH:12][C:6]=2[N:5]=1.